From a dataset of Peptide-MHC class I binding affinity with 185,985 pairs from IEDB/IMGT. Regression. Given a peptide amino acid sequence and an MHC pseudo amino acid sequence, predict their binding affinity value. This is MHC class I binding data. The peptide sequence is FVETLARSI. The MHC is HLA-A02:01 with pseudo-sequence HLA-A02:01. The binding affinity (normalized) is 0.208.